Dataset: Peptide-MHC class II binding affinity with 134,281 pairs from IEDB. Task: Regression. Given a peptide amino acid sequence and an MHC pseudo amino acid sequence, predict their binding affinity value. This is MHC class II binding data. The peptide sequence is SQDLELSWNLRGLQAY. The MHC is HLA-DQA10301-DQB10302 with pseudo-sequence HLA-DQA10301-DQB10302. The binding affinity (normalized) is 0.601.